Dataset: Full USPTO retrosynthesis dataset with 1.9M reactions from patents (1976-2016). Task: Predict the reactants needed to synthesize the given product. Given the product [CH3:3][O:22][C:21](=[O:23])[C:20]1[CH:19]=[CH:18][C:17]([S:13](=[O:15])(=[O:16])[NH2:14])=[CH:25][CH:24]=1, predict the reactants needed to synthesize it. The reactants are: [OH-].[K+].[CH3:3]N(N=O)/C(/N)=N/[N+]([O-])=O.[S:13]([C:17]1[CH:25]=[CH:24][C:20]([C:21]([OH:23])=[O:22])=[CH:19][CH:18]=1)(=[O:16])(=[O:15])[NH2:14].